Dataset: Full USPTO retrosynthesis dataset with 1.9M reactions from patents (1976-2016). Task: Predict the reactants needed to synthesize the given product. (1) The reactants are: [CH3:1][N:2]([C:19]1[C:20]2[CH:27]=[CH:26][NH:25][C:21]=2[N:22]=[CH:23][N:24]=1)[CH:3]1[CH2:11][CH2:10][C@@H:9]2[C@@H:5]([CH2:6][N:7](C(OC(C)(C)C)=O)[CH2:8]2)[CH2:4]1.[ClH:28]. Given the product [ClH:28].[CH3:1][N:2]([CH:3]1[CH2:11][CH2:10][C@@H:9]2[C@@H:5]([CH2:6][NH:7][CH2:8]2)[CH2:4]1)[C:19]1[C:20]2[CH:27]=[CH:26][NH:25][C:21]=2[N:22]=[CH:23][N:24]=1, predict the reactants needed to synthesize it. (2) Given the product [Cl:40][C:41]1[CH:42]=[C:43]([C:47]2[CH:2]=[CH:7][C:6]([S:8]([CH3:11])(=[O:10])=[O:9])=[CH:5][CH:4]=2)[C:44]([C:28]2[CH:29]=[CH:30][C:25]([F:24])=[CH:26][CH:27]=2)=[CH:45][C:46]=1[Cl:52], predict the reactants needed to synthesize it. The reactants are: Cl[C:2]1[CH:7]=[C:6]([S:8]([C:11](F)(F)F)(=[O:10])=[O:9])[C:5](C2C=CC(SC)=CC=2)=[CH:4]C=1Cl.[F:24][C:25]1[CH:30]=[CH:29][C:28](B(O)O)=[CH:27][CH:26]=1.C([O-])([O-])=O.[K+].[K+].[Cl:40][C:41]1[CH:46]=[CH:45][CH:44]=[C:43]([C:47](OO)=O)[CH:42]=1.C(Cl)[Cl:52].